Dataset: Full USPTO retrosynthesis dataset with 1.9M reactions from patents (1976-2016). Task: Predict the reactants needed to synthesize the given product. (1) Given the product [N+:18]([C:14]1[CH:13]=[C:12]([CH2:11][C:10]([NH:9][C@H:8]([C:7]([NH:6][C@H:5]([C:4]([OH:27])=[O:3])[CH:24]([CH3:25])[CH3:26])=[O:23])[CH3:22])=[O:21])[CH:17]=[CH:16][CH:15]=1)([O-:20])=[O:19], predict the reactants needed to synthesize it. The reactants are: C([O:3][C:4](=[O:27])[C@H:5]([CH:24]([CH3:26])[CH3:25])[NH:6][C:7](=[O:23])[C@H:8]([CH3:22])[NH:9][C:10](=[O:21])[CH2:11][C:12]1[CH:17]=[CH:16][CH:15]=[C:14]([N+:18]([O-:20])=[O:19])[CH:13]=1)C. (2) Given the product [NH2:7][CH2:8][C:9]1[CH:34]=[CH:33][C:12]2[N:13]([CH2:28][CH2:29][CH2:30][CH2:31][OH:32])[C:14]([CH2:16][N:17]3[C:25]4[C:20](=[CH:21][CH:22]=[CH:23][CH:24]=4)[C:19]([CH2:26][CH3:27])=[N:18]3)=[N:15][C:11]=2[CH:10]=1, predict the reactants needed to synthesize it. The reactants are: C(OC(=O)[NH:7][CH2:8][C:9]1[CH:34]=[CH:33][C:12]2[N:13]([CH2:28][CH2:29][CH2:30][CH2:31][OH:32])[C:14]([CH2:16][N:17]3[C:25]4[C:20](=[CH:21][CH:22]=[CH:23][CH:24]=4)[C:19]([CH2:26][CH3:27])=[N:18]3)=[N:15][C:11]=2[CH:10]=1)(C)(C)C.C(O)(C(F)(F)F)=O.C(Cl)(=O)C. (3) Given the product [CH3:21][C:19]([O:22][C:23]1[CH:28]=[CH:27][C:26]([O:29][C:30]2[CH:31]=[C:32]([CH2:37][NH:38][C:4](=[O:6])[C:3]3[CH:7]=[CH:8][C:9]([C:11]([F:14])([F:13])[F:12])=[CH:10][C:2]=3[CH3:1])[CH:33]=[C:34]([CH3:36])[CH:35]=2)=[CH:25][C:24]=1[CH3:39])([CH3:20])[C:18]([OH:40])=[O:17], predict the reactants needed to synthesize it. The reactants are: [CH3:1][C:2]1[CH:10]=[C:9]([C:11]([F:14])([F:13])[F:12])[CH:8]=[CH:7][C:3]=1[C:4]([OH:6])=O.C([O:17][C:18](=[O:40])[C:19]([O:22][C:23]1[CH:28]=[CH:27][C:26]([O:29][C:30]2[CH:35]=[C:34]([CH3:36])[CH:33]=[C:32]([CH2:37][NH2:38])[CH:31]=2)=[CH:25][C:24]=1[CH3:39])([CH3:21])[CH3:20])C. (4) The reactants are: [C:1]([C:4]12[CH2:11][CH:10]3[CH2:12][C:6]([C:13]([OH:15])=[O:14])([CH2:7][CH:8]1[CH2:9]3)[CH2:5]2)(=[O:3])[CH3:2].[C:16](Cl)(=O)C. Given the product [C:1]([C:4]12[CH2:11][CH:10]3[CH2:12][C:6]([C:13]([O:15][CH3:16])=[O:14])([CH2:7][CH:8]1[CH2:9]3)[CH2:5]2)(=[O:3])[CH3:2], predict the reactants needed to synthesize it. (5) Given the product [CH2:1]([N:3]1[CH2:4][CH2:5][CH:9]([CH2:10][N:11]2[C:19]([O:20][CH3:21])=[N:18][C:17]3[C:12]2=[N:13][C:14]([O:23][C@@H:24]([CH3:28])[CH2:25][CH2:26][CH3:27])=[N:15][C:16]=3[NH2:22])[CH2:7][CH2:8]1)[CH3:2], predict the reactants needed to synthesize it. The reactants are: [CH2:1]([N:3]1[CH2:8][CH2:7]C[CH:5]([CH2:9][CH2:10][N:11]2[C:19]([O:20][CH3:21])=[N:18][C:17]3[C:12]2=[N:13][C:14]([O:23][C@@H:24]([CH3:28])[CH2:25][CH2:26][CH3:27])=[N:15][C:16]=3[NH2:22])[CH2:4]1)[CH3:2].C[C@H](OC1N=C2C(N=C(OC)N2CC2CCNCC2)=C(N)N=1)CCC.ICC.